From a dataset of Full USPTO retrosynthesis dataset with 1.9M reactions from patents (1976-2016). Predict the reactants needed to synthesize the given product. (1) Given the product [F:3][C:4]1[CH:5]=[CH:6][C:7]([C:10]2[N:14]([CH3:34])[CH:13](/[CH:15]=[CH:16]/[C:17]3[CH:22]=[CH:21][C:20]([N:23]4[CH:27]=[C:26]([CH3:28])[N:25]=[CH:24]4)=[C:19]([O:29][CH3:30])[CH:18]=3)[NH:12][CH:11]=2)=[CH:8][CH:9]=1, predict the reactants needed to synthesize it. The reactants are: [BH4-].[Na+].[F:3][C:4]1[CH:9]=[CH:8][C:7]([C:10]2[NH:14][C:13](/[CH:15]=[CH:16]/[C:17]3[CH:22]=[CH:21][C:20]([N:23]4[CH:27]=[C:26]([CH3:28])[N:25]=[CH:24]4)=[C:19]([O:29][CH3:30])[CH:18]=3)=[N:12][CH:11]=2)=[CH:6][CH:5]=1.CI.O.[C:34](=O)(O)[O-].[Na+]. (2) Given the product [NH:34]1[C:35]2[C:40](=[CH:39][CH:38]=[CH:37][CH:36]=2)[C:32]([CH2:31][CH2:30][N:18]2[CH2:17][CH2:16][CH:15]([CH2:14][CH2:13][NH:12][C:10](=[O:11])[CH2:9][O:8][CH2:7][C:6]3[CH:21]=[CH:22][C:3]([F:2])=[CH:4][CH:5]=3)[CH2:20][CH2:19]2)=[CH:33]1, predict the reactants needed to synthesize it. The reactants are: Cl.[F:2][C:3]1[CH:22]=[CH:21][C:6]([CH2:7][O:8][CH2:9][C:10]([NH:12][CH2:13][CH2:14][CH:15]2[CH2:20][CH2:19][NH:18][CH2:17][CH2:16]2)=[O:11])=[CH:5][CH:4]=1.C(=O)([O-])[O-].[K+].[K+].Br[CH2:30][CH2:31][C:32]1[C:40]2[C:35](=[CH:36][CH:37]=[CH:38][CH:39]=2)[NH:34][CH:33]=1.